Dataset: Blood-brain barrier permeability classification from the B3DB database. Task: Regression/Classification. Given a drug SMILES string, predict its absorption, distribution, metabolism, or excretion properties. Task type varies by dataset: regression for continuous measurements (e.g., permeability, clearance, half-life) or binary classification for categorical outcomes (e.g., BBB penetration, CYP inhibition). Dataset: b3db_classification. (1) The compound is Cc1ccc(N(CC2=NCCN2)c2cccc(O)c2)cc1. The result is 0 (does not penetrate BBB). (2) The molecule is CC1(C)S[C@@H]2[C@H](NC(=O)[C@H](N)C3=CCC=CC3)C(=O)N2[C@H]1C(=O)O. The result is 0 (does not penetrate BBB).